The task is: Predict the product of the given reaction.. This data is from Forward reaction prediction with 1.9M reactions from USPTO patents (1976-2016). (1) Given the reactants [NH2:1][C:2]1[CH:7]=[CH:6][C:5]([OH:8])=[C:4]([F:9])[C:3]=1[F:10].CC([O-])(C)C.[K+].Cl[C:18]1[CH:23]=[CH:22][N:21]=[C:20]([C:24]([NH2:26])=[O:25])[CH:19]=1, predict the reaction product. The product is: [NH2:1][C:2]1[CH:7]=[CH:6][C:5]([O:8][C:18]2[CH:23]=[CH:22][N:21]=[C:20]([C:24]([NH2:26])=[O:25])[CH:19]=2)=[C:4]([F:9])[C:3]=1[F:10]. (2) Given the reactants [C:1](/[N:3]=[C:4](\SC)/[NH:5][C:6]1[CH:11]=[CH:10][C:9]([S:12]([CH3:15])(=[O:14])=[O:13])=[CH:8][CH:7]=1)#[N:2].[NH2:18][NH2:19], predict the reaction product. The product is: [CH3:15][S:12]([C:9]1[CH:8]=[CH:7][C:6]([NH:5][C:4]2[N:3]=[C:1]([NH2:2])[NH:19][N:18]=2)=[CH:11][CH:10]=1)(=[O:13])=[O:14]. (3) The product is: [O:26]=[C:7]1[C:8]2([CH2:18][O:17][C:16]3[CH:19]=[C:20]4[C:24](=[CH:25][C:15]2=3)[CH2:23][CH2:22][CH2:21]4)[C:9]2[C:14](=[CH:13][CH:12]=[CH:11][CH:10]=2)[N:6]1[CH2:5][C:4]([OH:27])=[O:3]. Given the reactants C([O:3][C:4](=[O:27])[CH2:5][N:6]1[C:14]2[C:9](=[CH:10][CH:11]=[CH:12][CH:13]=2)[C:8]2([CH2:18][O:17][C:16]3[CH:19]=[C:20]4[C:24](=[CH:25][C:15]2=3)[CH2:23][CH2:22][CH2:21]4)[C:7]1=[O:26])C.C(OC(=O)CN1C2C(=CC=CC=2)C2(C3=CC4OCOC=4C=C3OC2)C1=O)C, predict the reaction product.